Task: Predict the product of the given reaction.. Dataset: Forward reaction prediction with 1.9M reactions from USPTO patents (1976-2016) (1) Given the reactants [F:1][C:2]1([F:27])[CH2:7][CH2:6][CH:5]([CH2:8][C:9]2[N:13]3[CH:14]=[C:15]([CH:21]=[CH2:22])[C:16]([C:18](O)=[O:19])=[CH:17][C:12]3=[N:11][C:10]=2[C:23]([F:26])([F:25])[F:24])[CH2:4][CH2:3]1.[NH2:28][C:29]1[CH:34]=[CH:33][CH:32]=[CH:31][CH:30]=1, predict the reaction product. The product is: [F:1][C:2]1([F:27])[CH2:3][CH2:4][CH:5]([CH2:8][C:9]2[N:13]3[CH:14]=[C:15]([CH:21]=[CH2:22])[C:16]([C:18]([NH:28][C:29]4[CH:34]=[CH:33][CH:32]=[CH:31][CH:30]=4)=[O:19])=[CH:17][C:12]3=[N:11][C:10]=2[C:23]([F:25])([F:24])[F:26])[CH2:6][CH2:7]1. (2) Given the reactants [C:1]([N:8]1[CH2:16][CH2:15][CH2:14][CH:10]([C:11]([OH:13])=O)[CH2:9]1)([O:3][C:4]([CH3:7])([CH3:6])[CH3:5])=[O:2].[NH2:17][C:18]1[CH:23]=[CH:22][CH:21]=[CH:20][CH:19]=1.C1CCC(N=C=NC2CCCCC2)CC1, predict the reaction product. The product is: [C:18]1([NH:17][C:11]([CH:10]2[CH2:14][CH2:15][CH2:16][N:8]([C:1]([O:3][C:4]([CH3:5])([CH3:6])[CH3:7])=[O:2])[CH2:9]2)=[O:13])[CH:23]=[CH:22][CH:21]=[CH:20][CH:19]=1. (3) The product is: [C:1]([C:3]1[C:4]([C:19]2[CH:24]=[CH:23][C:22]([Cl:25])=[C:21]([Cl:26])[CH:20]=2)=[C:5]([C:14]([OH:16])=[O:15])[S:6][C:7]=1[N:8]1[CH2:9][CH2:10][O:11][CH2:12][CH2:13]1)#[N:2]. Given the reactants [C:1]([C:3]1[C:4]([C:19]2[CH:24]=[CH:23][C:22]([Cl:25])=[C:21]([Cl:26])[CH:20]=2)=[C:5]([C:14]([O:16]CC)=[O:15])[S:6][C:7]=1[N:8]1[CH2:13][CH2:12][O:11][CH2:10][CH2:9]1)#[N:2].[OH-].[Na+], predict the reaction product. (4) Given the reactants Br[C:2]1[CH:7]=[CH:6][C:5]([OH:8])=[CH:4][CH:3]=1.[CH2:9]([NH:16][CH3:17])[C:10]1[CH:15]=[CH:14][CH:13]=[CH:12][CH:11]=1, predict the reaction product. The product is: [CH2:9]([N:16]([CH3:17])[C:2]1[CH:7]=[CH:6][C:5]([OH:8])=[CH:4][CH:3]=1)[C:10]1[CH:15]=[CH:14][CH:13]=[CH:12][CH:11]=1. (5) Given the reactants C([NH:4][C:5]1[CH:6]=[C:7]([S:13]([N:16]2[C:24]3[C:19](=[CH:20][C:21]([O:25][CH3:26])=[CH:22][CH:23]=3)[C:18]([CH3:27])=[CH:17]2)(=[O:15])=[O:14])[CH:8]=[CH:9][C:10]=1[O:11][CH3:12])(=O)C.Cl, predict the reaction product. The product is: [NH2:4][C:5]1[CH:6]=[C:7]([S:13]([N:16]2[C:24]3[C:19](=[CH:20][C:21]([O:25][CH3:26])=[CH:22][CH:23]=3)[C:18]([CH3:27])=[CH:17]2)(=[O:14])=[O:15])[CH:8]=[CH:9][C:10]=1[O:11][CH3:12].